Dataset: TCR-epitope binding with 47,182 pairs between 192 epitopes and 23,139 TCRs. Task: Binary Classification. Given a T-cell receptor sequence (or CDR3 region) and an epitope sequence, predict whether binding occurs between them. (1) The epitope is KLSYGIATV. The TCR CDR3 sequence is CASSQERLAGREQYF. Result: 1 (the TCR binds to the epitope). (2) The epitope is KPLEFGATSAAL. The TCR CDR3 sequence is CASSLLGDYNEQFF. Result: 0 (the TCR does not bind to the epitope). (3) The epitope is DATYQRTRALVR. The TCR CDR3 sequence is CASSFDREAFF. Result: 0 (the TCR does not bind to the epitope). (4) The epitope is YSEHPTFTSQY. The TCR CDR3 sequence is CASSTSGGGTEAFF. Result: 0 (the TCR does not bind to the epitope). (5) The epitope is RILGAGCFV. The TCR CDR3 sequence is CSVTGTSPYEQYF. Result: 0 (the TCR does not bind to the epitope). (6) The epitope is CTELKLSDY. The TCR CDR3 sequence is CASSQDTGGGNYGYTF. Result: 0 (the TCR does not bind to the epitope).